This data is from Forward reaction prediction with 1.9M reactions from USPTO patents (1976-2016). The task is: Predict the product of the given reaction. (1) Given the reactants Cl.[NH2:2][C:3]([CH3:11])([CH3:10])[C:4]#[C:5][CH:6]([O:8][CH3:9])[CH3:7].[Cl:12][C:13]1[CH:14]=[C:15]([O:19][CH:20]([CH2:24][CH3:25])[C:21](O)=[O:22])[CH:16]=[N:17][CH:18]=1, predict the reaction product. The product is: [Cl:12][C:13]1[CH:14]=[C:15]([O:19][CH:20]([CH2:24][CH3:25])[C:21]([NH:2][C:3]([CH3:11])([CH3:10])[C:4]#[C:5][CH:6]([O:8][CH3:9])[CH3:7])=[O:22])[CH:16]=[N:17][CH:18]=1. (2) Given the reactants [CH3:1][C:2]([CH:7]([CH2:13][C:14](OCC)=O)[C:8]([O:10][CH2:11][CH3:12])=[O:9])([N+:4]([O-])=O)[CH3:3].C(N(CC)CC)C.[H][H].CC1(C)C(C(OCC)=O)CC(=O)N1.COC1C=CC(P2(SP(C3C=CC(OC)=CC=3)(=S)S2)=[S:50])=CC=1, predict the reaction product. The product is: [CH3:1][C:2]1([CH3:3])[CH:7]([C:8]([O:10][CH2:11][CH3:12])=[O:9])[CH2:13][C:14](=[S:50])[NH:4]1. (3) Given the reactants C[CH2:2][N:3](C(C)C)C(C)C.[CH3:10][Si:11]([CH3:38])([CH3:37])[CH2:12][CH2:13][O:14][CH2:15][N:16]1[C:20]2=[N:21][CH:22]=[C:23]([NH:25][C:26](=[O:36])[NH:27][C@H:28]3[CH2:32][CH2:31][C@H:30]([C:33]([OH:35])=O)[CH2:29]3)[N:24]=[C:19]2[CH:18]=[CH:17]1.Cl.CN.CCN=C=NCCCN(C)C, predict the reaction product. The product is: [CH3:2][NH:3][C:33]([C@H:30]1[CH2:31][CH2:32][C@H:28]([NH:27][C:26]([NH:25][C:23]2[N:24]=[C:19]3[CH:18]=[CH:17][N:16]([CH2:15][O:14][CH2:13][CH2:12][Si:11]([CH3:38])([CH3:10])[CH3:37])[C:20]3=[N:21][CH:22]=2)=[O:36])[CH2:29]1)=[O:35]. (4) Given the reactants [CH3:1][NH:2][CH:3]1[CH2:8][CH2:7][CH:6]([NH:9][C:10]2[N:11]=[CH:12][N:13]=[C:14]3[C:21]=2[C:20]2[CH2:19][CH2:18][CH2:17][C:16]=2[S:15]3)[CH2:5][CH2:4]1.Cl[CH2:23][C:24]([N:26]1[CH2:31][CH2:30][O:29][CH2:28][CH2:27]1)=[O:25].C(=O)([O-])[O-].[K+].[K+], predict the reaction product. The product is: [CH3:1][N:2]([CH:3]1[CH2:8][CH2:7][CH:6]([NH:9][C:10]2[N:11]=[CH:12][N:13]=[C:14]3[C:21]=2[C:20]2[CH2:19][CH2:18][CH2:17][C:16]=2[S:15]3)[CH2:5][CH2:4]1)[CH2:23][C:24]([N:26]1[CH2:31][CH2:30][O:29][CH2:28][CH2:27]1)=[O:25]. (5) The product is: [CH:44]([O:8][CH2:9][CH2:10][CH2:11][N:12]1[C:17](=[O:18])[C:16]2[C:19]([CH2:34][C:35]3[CH:36]=[CH:37][CH:38]=[CH:39][CH:40]=3)=[C:20]([C:23]3[CH:28]=[CH:27][CH:26]=[C:25]([O:29][C:30]([F:31])([F:33])[F:32])[CH:24]=3)[N:21]=[CH:22][C:15]=2[N:14]([CH3:42])[C:13]1=[O:43])=[O:45]. Given the reactants [Si]([O:8][CH2:9][CH2:10][CH2:11][N:12]1[C:17](=[O:18])[C:16]2[C:19]([CH:34](O)[C:35]3[CH:40]=[CH:39][CH:38]=[CH:37][CH:36]=3)=[C:20]([C:23]3[CH:28]=[CH:27][CH:26]=[C:25]([O:29][C:30]([F:33])([F:32])[F:31])[CH:24]=3)[N:21]=[CH:22][C:15]=2[N:14]([CH3:42])[C:13]1=[O:43])(C(C)(C)C)(C)C.[CH:44](O)=[O:45], predict the reaction product.